Regression. Given a peptide amino acid sequence and an MHC pseudo amino acid sequence, predict their binding affinity value. This is MHC class II binding data. From a dataset of Peptide-MHC class II binding affinity with 134,281 pairs from IEDB. (1) The peptide sequence is LNKMRAVWVDGKART. The MHC is DRB1_0802 with pseudo-sequence DRB1_0802. The binding affinity (normalized) is 0.464. (2) The peptide sequence is VKLRRSSAAQVDGFY. The MHC is DRB1_1201 with pseudo-sequence DRB1_1201. The binding affinity (normalized) is 0.341. (3) The peptide sequence is RGQALLVNSSQPWEP. The MHC is DRB1_0401 with pseudo-sequence DRB1_0401. The binding affinity (normalized) is 0.313. (4) The peptide sequence is VGAITTIEDPVLAKK. The MHC is DRB1_0701 with pseudo-sequence DRB1_0701. The binding affinity (normalized) is 0.0431. (5) The peptide sequence is ELLRLIRRGARKVFL. The MHC is DRB1_0101 with pseudo-sequence DRB1_0101. The binding affinity (normalized) is 0.795. (6) The peptide sequence is LGFSSEVLKLKDEVR. The MHC is DRB4_0101 with pseudo-sequence DRB4_0103. The binding affinity (normalized) is 0.297. (7) The peptide sequence is NSCAKNYNCKILPNT. The MHC is DRB1_0401 with pseudo-sequence DRB1_0401. The binding affinity (normalized) is 0.223. (8) The peptide sequence is YKLTGNVLILLECFV. The MHC is DRB1_0101 with pseudo-sequence DRB1_0101. The binding affinity (normalized) is 0.548. (9) The peptide sequence is GFVGLCRTLGSKCVR. The MHC is DRB3_0101 with pseudo-sequence DRB3_0101. The binding affinity (normalized) is 0.153.